This data is from TCR-epitope binding with 47,182 pairs between 192 epitopes and 23,139 TCRs. The task is: Binary Classification. Given a T-cell receptor sequence (or CDR3 region) and an epitope sequence, predict whether binding occurs between them. (1) The epitope is IYSKHTPINL. The TCR CDR3 sequence is CASSYSYGNTGELFF. Result: 0 (the TCR does not bind to the epitope). (2) The epitope is HLVDFQVTI. The TCR CDR3 sequence is CASSLGLRVYGYTF. Result: 1 (the TCR binds to the epitope). (3) The epitope is KLPDDFTGCV. The TCR CDR3 sequence is CASSQGGADTQYF. Result: 0 (the TCR does not bind to the epitope). (4) The epitope is DPFRLLQNSQVFS. The TCR CDR3 sequence is CASSREGARQYEQYF. Result: 0 (the TCR does not bind to the epitope). (5) The epitope is AVFDRKSDAK. The TCR CDR3 sequence is CASSYPNTGELFF. Result: 1 (the TCR binds to the epitope). (6) The epitope is HPVGEADYFEY. The TCR CDR3 sequence is CASSLTGGYNEQFF. Result: 1 (the TCR binds to the epitope). (7) The epitope is LLQTGIHVRVSQPSL. The TCR CDR3 sequence is CSASLDSGTQETQYF. Result: 1 (the TCR binds to the epitope). (8) The epitope is ILHCANFNV. The TCR CDR3 sequence is CASSFGGGEQFF. Result: 1 (the TCR binds to the epitope). (9) The epitope is FLYNLLTRV. The TCR CDR3 sequence is CASSRGTAGETEAFF. Result: 0 (the TCR does not bind to the epitope). (10) The epitope is ISPRTLNAW. The TCR CDR3 sequence is CASSSGTSGSAGYNEQFF. Result: 1 (the TCR binds to the epitope).